This data is from NCI-60 drug combinations with 297,098 pairs across 59 cell lines. The task is: Regression. Given two drug SMILES strings and cell line genomic features, predict the synergy score measuring deviation from expected non-interaction effect. (1) Drug 1: CC1=C(N=C(N=C1N)C(CC(=O)N)NCC(C(=O)N)N)C(=O)NC(C(C2=CN=CN2)OC3C(C(C(C(O3)CO)O)O)OC4C(C(C(C(O4)CO)O)OC(=O)N)O)C(=O)NC(C)C(C(C)C(=O)NC(C(C)O)C(=O)NCCC5=NC(=CS5)C6=NC(=CS6)C(=O)NCCC[S+](C)C)O. Drug 2: C1CN(CCN1C(=O)CCBr)C(=O)CCBr. Cell line: K-562. Synergy scores: CSS=28.6, Synergy_ZIP=-4.56, Synergy_Bliss=-5.37, Synergy_Loewe=-14.7, Synergy_HSA=-2.01. (2) Drug 1: C1=CC(=CC=C1CC(C(=O)O)N)N(CCCl)CCCl.Cl. Drug 2: CCC1(CC2CC(C3=C(CCN(C2)C1)C4=CC=CC=C4N3)(C5=C(C=C6C(=C5)C78CCN9C7C(C=CC9)(C(C(C8N6C=O)(C(=O)OC)O)OC(=O)C)CC)OC)C(=O)OC)O.OS(=O)(=O)O. Cell line: HOP-62. Synergy scores: CSS=9.47, Synergy_ZIP=-2.05, Synergy_Bliss=3.99, Synergy_Loewe=-3.41, Synergy_HSA=-2.15. (3) Drug 1: CC12CCC3C(C1CCC2=O)CC(=C)C4=CC(=O)C=CC34C. Drug 2: COCCOC1=C(C=C2C(=C1)C(=NC=N2)NC3=CC=CC(=C3)C#C)OCCOC.Cl. Cell line: SF-539. Synergy scores: CSS=8.59, Synergy_ZIP=-1.09, Synergy_Bliss=-3.14, Synergy_Loewe=-2.22, Synergy_HSA=-2.64. (4) Drug 1: CCC1(CC2CC(C3=C(CCN(C2)C1)C4=CC=CC=C4N3)(C5=C(C=C6C(=C5)C78CCN9C7C(C=CC9)(C(C(C8N6C)(C(=O)OC)O)OC(=O)C)CC)OC)C(=O)OC)O.OS(=O)(=O)O. Drug 2: CN1C2=C(C=C(C=C2)N(CCCl)CCCl)N=C1CCCC(=O)O.Cl. Cell line: CAKI-1. Synergy scores: CSS=3.46, Synergy_ZIP=0.658, Synergy_Bliss=5.65, Synergy_Loewe=-1.67, Synergy_HSA=2.26. (5) Drug 1: CC(CN1CC(=O)NC(=O)C1)N2CC(=O)NC(=O)C2. Drug 2: C(CN)CNCCSP(=O)(O)O. Cell line: SK-MEL-5. Synergy scores: CSS=12.2, Synergy_ZIP=-0.222, Synergy_Bliss=5.55, Synergy_Loewe=-3.60, Synergy_HSA=3.68. (6) Drug 1: C1=CC(=CC=C1C#N)C(C2=CC=C(C=C2)C#N)N3C=NC=N3. Drug 2: CC1CCC2CC(C(=CC=CC=CC(CC(C(=O)C(C(C(=CC(C(=O)CC(OC(=O)C3CCCCN3C(=O)C(=O)C1(O2)O)C(C)CC4CCC(C(C4)OC)O)C)C)O)OC)C)C)C)OC. Cell line: SR. Synergy scores: CSS=25.8, Synergy_ZIP=6.00, Synergy_Bliss=7.58, Synergy_Loewe=-26.7, Synergy_HSA=2.11. (7) Drug 1: C1CC(C1)(C(=O)O)C(=O)O.[NH2-].[NH2-].[Pt+2]. Drug 2: CC(C)(C#N)C1=CC(=CC(=C1)CN2C=NC=N2)C(C)(C)C#N. Cell line: A549. Synergy scores: CSS=16.2, Synergy_ZIP=-4.68, Synergy_Bliss=-2.07, Synergy_Loewe=-4.09, Synergy_HSA=-3.57.